From a dataset of Retrosynthesis with 50K atom-mapped reactions and 10 reaction types from USPTO. Predict the reactants needed to synthesize the given product. (1) Given the product CCCC[C@H](NC(=O)O[C@H](Cn1ccc(-c2ccc(C(F)(F)F)cc2)n1)C(C)(C)C)C(=O)CNC(=O)N1CCOCC1, predict the reactants needed to synthesize it. The reactants are: CCCC[C@H](NC(=O)O[C@H](Cn1ccc(-c2ccc(C(F)(F)F)cc2)n1)C(C)(C)C)[C@@H](O)CNC(=O)N1CCOCC1. (2) Given the product CCS(=O)(=O)N1CCC(Nc2ncc(C(=O)c3cc(F)ccc3OC)c(N)n2)CC1, predict the reactants needed to synthesize it. The reactants are: CCS(=O)(=O)Cl.COc1ccc(F)cc1C(=O)c1cnc(NC2CCNCC2)nc1N. (3) Given the product Cc1occc1C(=O)Nc1ccc(C(=O)N2Cc3ccccc3Nc3ccccc32)cn1, predict the reactants needed to synthesize it. The reactants are: Cc1occc1C(=O)Nc1ccc(C(=O)Cl)cn1.c1ccc2c(c1)CNc1ccccc1N2.